From a dataset of Reaction yield outcomes from USPTO patents with 853,638 reactions. Predict the reaction yield, written as a fraction of the theoretical maximum amount of product (1.0 means a 100% yield; for example, 0.34 means a 34% yield). (1) The reactants are Cl.C([N:9]1[CH2:14][CH2:13][CH2:12][C:11](=[O:15])[CH2:10]1)C1C=CC=CC=1.[C:27]([O:26][C:24](O[C:24]([O:26][C:27]([CH3:30])([CH3:29])[CH3:28])=[O:25])=[O:25])([CH3:30])([CH3:29])[CH3:28].C(=O)(O)[O-].[Na+].Cl. The catalyst is CO.[Pd].O1CCCC1. The product is [C:27]([O:26][C:24]([N:9]1[CH2:14][CH2:13][CH2:12][C:11](=[O:15])[CH2:10]1)=[O:25])([CH3:28])([CH3:29])[CH3:30]. The yield is 0.860. (2) The reactants are [Cl:1][C:2]1[N:3]=[C:4]([N:13]2[CH2:18][CH2:17][O:16][CH2:15][CH2:14]2)[C:5]2[S:10][C:9]([CH:11]=[O:12])=[CH:8][C:6]=2[N:7]=1.[BH4-].[Na+]. The catalyst is C1COCC1. The product is [Cl:1][C:2]1[N:3]=[C:4]([N:13]2[CH2:14][CH2:15][O:16][CH2:17][CH2:18]2)[C:5]2[S:10][C:9]([CH2:11][OH:12])=[CH:8][C:6]=2[N:7]=1. The yield is 0.910. (3) The reactants are Br[C:2]1[C:7](=[O:8])[N:6]([CH2:9][C:10]2[CH:15]=[CH:14][C:13]([C:16]3[C:17]([C:22]#[N:23])=[CH:18][CH:19]=[CH:20][CH:21]=3)=[CH:12][CH:11]=2)[C:5]([CH2:24][CH2:25][CH3:26])=[N:4][C:3]=1[CH2:27][CH3:28].[F:29][C:30]([F:42])([F:41])[O:31][C:32]1[CH:37]=[CH:36][C:35](B(O)O)=[CH:34][CH:33]=1.C(=O)([O-])[O-].[Cs+].[Cs+]. The catalyst is O1CCOCC1.C(OCC)(=O)C.C1C=CC(P(C2C=CC=CC=2)[C-]2C=CC=C2)=CC=1.C1C=CC(P(C2C=CC=CC=2)[C-]2C=CC=C2)=CC=1.Cl[Pd]Cl.[Fe+2]. The product is [CH2:27]([C:3]1[N:4]=[C:5]([CH2:24][CH2:25][CH3:26])[N:6]([CH2:9][C:10]2[CH:11]=[CH:12][C:13]([C:16]3[C:17]([C:22]#[N:23])=[CH:18][CH:19]=[CH:20][CH:21]=3)=[CH:14][CH:15]=2)[C:7](=[O:8])[C:2]=1[C:35]1[CH:34]=[CH:33][C:32]([O:31][C:30]([F:29])([F:41])[F:42])=[CH:37][CH:36]=1)[CH3:28]. The yield is 0.950. (4) The reactants are [CH3:1][CH:2]([C:5]1[C:9]([CH2:10][OH:11])=[CH:8][N:7]([C:12]2[CH:17]=[CH:16][C:15]([C:18]([F:21])([F:20])[F:19])=[CH:14][N:13]=2)[N:6]=1)[CH2:3][CH3:4]. The yield is 0.930. The catalyst is [O-2].[O-2].[Mn+4].O1CCCC1. The product is [CH3:1][CH:2]([C:5]1[C:9]([CH:10]=[O:11])=[CH:8][N:7]([C:12]2[CH:17]=[CH:16][C:15]([C:18]([F:21])([F:19])[F:20])=[CH:14][N:13]=2)[N:6]=1)[CH2:3][CH3:4]. (5) The catalyst is C(O)C.C(OCC)(=O)C. The yield is 0.370. The product is [CH3:5][N:6]([CH2:49][CH2:50][N:2]([CH3:1])[CH2:54][CH2:55][O:56][CH2:57][CH2:58][O:59][CH2:60][CH2:61][O:62][CH2:63][CH2:64][O:65][CH2:66][CH2:67][O:68][CH2:69][CH2:70][O:71][CH2:72][CH2:73][O:74][CH3:75])[C:7](=[O:48])[C:8]1[CH:47]=[CH:46][CH:45]=[C:10]([C:11]([NH:13][C:14]2[CH:19]=[CH:18][C:17]([N:20]3[CH2:21][CH2:22][CH2:23][CH2:24][CH2:25]3)=[CH:16][C:15]=2[C:26]2[CH:31]=[C:30]([C:32](=[O:44])[NH:33][C@@H:34]3[C:43]4[C:38](=[CH:39][CH:40]=[CH:41][CH:42]=4)[CH2:37][CH2:36][CH2:35]3)[CH:29]=[CH:28][N:27]=2)=[O:12])[CH:9]=1. The reactants are [C:1]([BH3-])#[N:2].[Na+].[CH3:5][N:6]([CH2:49][CH:50]=O)[C:7](=[O:48])[C:8]1[CH:47]=[CH:46][CH:45]=[C:10]([C:11]([NH:13][C:14]2[CH:19]=[CH:18][C:17]([N:20]3[CH2:25][CH2:24][CH2:23][CH2:22][CH2:21]3)=[CH:16][C:15]=2[C:26]2[CH:31]=[C:30]([C:32](=[O:44])[NH:33][C@@H:34]3[C:43]4[C:38](=[CH:39][CH:40]=[CH:41][CH:42]=4)[CH2:37][CH2:36][CH2:35]3)[CH:29]=[CH:28][N:27]=2)=[O:12])[CH:9]=1.CN[CH2:54][CH2:55][O:56][CH2:57][CH2:58][O:59][CH2:60][CH2:61][O:62][CH2:63][CH2:64][O:65][CH2:66][CH2:67][O:68][CH2:69][CH2:70][O:71][CH2:72][CH2:73][O:74][CH3:75].C(O)(=O)C. (6) The reactants are ClC1C2C(=CC(C)=CC=2)N=C(C(F)(F)C2C=CC(F)=CC=2)N=1.[F:23][C:24]([F:44])([C:37]1[CH:42]=[CH:41][C:40]([F:43])=[CH:39][CH:38]=1)[C:25]1[N:34]=[C:33]([OH:35])[C:32]2[C:27](=[CH:28][C:29](C)=[CH:30][CH:31]=2)[N:26]=1. No catalyst specified. The product is [F:44][C:24]([F:23])([C:37]1[CH:42]=[CH:41][C:40]([F:43])=[CH:39][CH:38]=1)[C:25]1[N:34]=[C:33]([OH:35])[C:32]2[C:27](=[CH:28][CH:29]=[CH:30][CH:31]=2)[N:26]=1. The yield is 0.950. (7) The reactants are Cl[CH2:2][C:3]1[CH:13]=[CH:12][C:6]2[O:7][C:8]([F:11])([F:10])[O:9][C:5]=2[CH:4]=1.[C-:14]#[N:15].[Na+]. The product is [F:10][C:8]1([F:11])[O:7][C:6]2[CH:12]=[CH:13][C:3]([CH2:2][C:14]#[N:15])=[CH:4][C:5]=2[O:9]1. The yield is 0.660. The catalyst is CS(C)=O.